From a dataset of Full USPTO retrosynthesis dataset with 1.9M reactions from patents (1976-2016). Predict the reactants needed to synthesize the given product. (1) The reactants are: [CH2:1]([C:5]1[N:6]([CH2:14][C:15]2[CH:20]=[CH:19][C:18]([C:21]3[CH:26]=[CH:25][CH:24]=[CH:23][C:22]=3[C:27]3[NH:31][N:30]=[N:29][N:28]=3)=[CH:17][CH:16]=2)[C:7]([C:11]([OH:13])=[O:12])=[C:8]([Cl:10])[N:9]=1)[CH2:2][CH2:3][CH3:4].C(N(CC)CC)C.[C:39](Cl)([C:52]1[CH:57]=[CH:56][CH:55]=[CH:54][CH:53]=1)([C:46]1[CH:51]=[CH:50][CH:49]=[CH:48][CH:47]=1)[C:40]1[CH:45]=[CH:44][CH:43]=[CH:42][CH:41]=1. Given the product [CH2:1]([C:5]1[N:6]([CH2:14][C:15]2[CH:20]=[CH:19][C:18]([C:21]3[CH:26]=[CH:25][CH:24]=[CH:23][C:22]=3[C:27]3[N:31]([C:39]([C:40]4[CH:45]=[CH:44][CH:43]=[CH:42][CH:41]=4)([C:52]4[CH:53]=[CH:54][CH:55]=[CH:56][CH:57]=4)[C:46]4[CH:47]=[CH:48][CH:49]=[CH:50][CH:51]=4)[N:30]=[N:29][N:28]=3)=[CH:17][CH:16]=2)[C:7]([C:11]([OH:13])=[O:12])=[C:8]([Cl:10])[N:9]=1)[CH2:2][CH2:3][CH3:4], predict the reactants needed to synthesize it. (2) Given the product [OH:47][C:43]([CH3:44])([CH3:42])[C:45]#[C:46][C:7]1[CH:6]=[CH:5][C:9]([C:10](=[C:11]2[CH2:12][C:9]([CH3:10])([CH3:1])[CH2:5][C:37]([CH3:38])([CH3:39])[CH2:16]2)[C:26]2[CH:27]=[CH:28][C:29]([OH:32])=[CH:30][CH:31]=2)=[CH:1][CH:8]=1, predict the reactants needed to synthesize it. The reactants are: [CH:1]12[C:9](=[C:10]([C:26]3[CH:31]=[CH:30][C:29]([OH:32])=[CH:28][CH:27]=3)[C:11]3[CH:16]=CC(/C=C/C(OC(C)(C)C)=O)=C[CH:12]=3)[CH:5]([CH2:6][CH2:7][CH2:8]1)CCC2.C(N(CC)[CH:37]([CH3:39])[CH3:38])(C)C.[CH3:42][C:43]([OH:47])([C:45]#[CH:46])[CH3:44].[NH4+].[Cl-]. (3) Given the product [C:39]([C:42]1[CH:43]=[C:44]([S:48]([NH:51][C:36]([C:30]2[C:31]([O:34][CH3:35])=[N:32][CH:33]=[C:28]([C:15]3[C:16]([N:18]4[C:22]([CH3:23])=[CH:21][C:20]([C:24]([F:26])([F:27])[F:25])=[N:19]4)=[N:17][C:12]([NH:11][C:5]4[CH:6]=[C:7]([O:9][CH3:10])[CH:8]=[C:3]([O:2][CH3:1])[CH:4]=4)=[N:13][CH:14]=3)[CH:29]=2)=[O:37])(=[O:49])=[O:50])[CH:45]=[CH:46][CH:47]=1)(=[O:41])[CH3:40], predict the reactants needed to synthesize it. The reactants are: [CH3:1][O:2][C:3]1[CH:4]=[C:5]([NH:11][C:12]2[N:17]=[C:16]([N:18]3[C:22]([CH3:23])=[CH:21][C:20]([C:24]([F:27])([F:26])[F:25])=[N:19]3)[C:15]([C:28]3[CH:29]=[C:30]([C:36](O)=[O:37])[C:31]([O:34][CH3:35])=[N:32][CH:33]=3)=[CH:14][N:13]=2)[CH:6]=[C:7]([O:9][CH3:10])[CH:8]=1.[C:39]([C:42]1[CH:43]=[C:44]([S:48]([NH2:51])(=[O:50])=[O:49])[CH:45]=[CH:46][CH:47]=1)(=[O:41])[CH3:40].C(N(CC)CC)C.[I-].ClC1C=CC=C[N+]=1C. (4) The reactants are: [Cl:1][C:2]1[CH:7]=[CH:6][C:5](/[CH:8]=[CH:9]/[C:10]2[CH:11]=[C:12]([N:16]3[C:20]([CH2:21][CH3:22])=[C:19]([C:23](O)=[O:24])[C:18]([CH2:26][CH3:27])=[N:17]3)[CH:13]=[CH:14][CH:15]=2)=[CH:4][CH:3]=1.CN(C(ON1N=NC2C=CC=NC1=2)=[N+](C)C)C.F[P-](F)(F)(F)(F)F.CCN(CC)CC.[N:59]1([CH2:66][CH2:67][OH:68])[CH2:65][CH2:64][CH2:63][NH:62][CH2:61][CH2:60]1. Given the product [Cl:1][C:2]1[CH:7]=[CH:6][C:5](/[CH:8]=[CH:9]/[C:10]2[CH:11]=[C:12]([N:16]3[C:20]([CH2:21][CH3:22])=[C:19]([C:23]([N:62]4[CH2:63][CH2:64][CH2:65][N:59]([CH2:66][CH2:67][OH:68])[CH2:60][CH2:61]4)=[O:24])[C:18]([CH2:26][CH3:27])=[N:17]3)[CH:13]=[CH:14][CH:15]=2)=[CH:4][CH:3]=1, predict the reactants needed to synthesize it. (5) The reactants are: [NH:1]1[C:9]2[C:4](=[CH:5][C:6]([C:10]3[O:14][C:13]([NH:15][CH:16]([CH3:18])[CH3:17])=[N:12][N:11]=3)=[CH:7][CH:8]=2)[CH:3]=[CH:2]1.[OH-].[K+].[I:21]I. Given the product [I:21][C:3]1[C:4]2[C:9](=[CH:8][CH:7]=[C:6]([C:10]3[O:14][C:13]([NH:15][CH:16]([CH3:18])[CH3:17])=[N:12][N:11]=3)[CH:5]=2)[NH:1][CH:2]=1, predict the reactants needed to synthesize it. (6) Given the product [F:35][C:27]1[C:28]([O:33][CH3:34])=[CH:29][C:30]([O:31][CH3:32])=[C:2]([F:1])[C:3]=1[CH2:4][O:5][C:6]1[CH:7]=[N:8][C:9]([NH:12][C:13]2[N:17]([CH:18]3[CH2:23][CH2:22][CH2:21][CH2:20][O:19]3)[N:16]=[C:15]([CH2:24][OH:25])[CH:14]=2)=[N:10][CH:11]=1, predict the reactants needed to synthesize it. The reactants are: [F:1][C:2]1[C:30]([O:31][CH3:32])=[CH:29][C:28]([O:33][CH3:34])=[C:27]([F:35])[C:3]=1[CH2:4][O:5][C:6]1[CH:7]=[N:8][C:9]([NH:12][C:13]2[N:17]([CH:18]3[CH2:23][CH2:22][CH2:21][CH2:20][O:19]3)[N:16]=[C:15]([C:24](O)=[O:25])[CH:14]=2)=[N:10][CH:11]=1.O1CCOCC1.C(N1C=CN=C1)(N1C=CN=C1)=O.[BH4-].[Na+]. (7) Given the product [OH:4][CH2:5][CH2:6][O:7][C:8]1[N:9]=[C:10]([CH3:22])[C:11]([C:14]2[CH:15]=[C:16]([CH:17]=[CH:18][CH:19]=2)[CH2:20][O:21][C:24]2[CH:31]=[CH:30][C:27]([CH:28]=[O:29])=[CH:26][CH:25]=2)=[CH:12][CH:13]=1, predict the reactants needed to synthesize it. The reactants are: C([O:4][CH2:5][CH2:6][O:7][C:8]1[CH:13]=[CH:12][C:11]([C:14]2[CH:19]=[CH:18][CH:17]=[C:16]([CH2:20][OH:21])[CH:15]=2)=[C:10]([CH3:22])[N:9]=1)(=O)C.O[C:24]1[CH:31]=[CH:30][C:27]([CH:28]=[O:29])=[CH:26][CH:25]=1.C(P(CCCC)CCCC)CCC.N(C(N1CCCCC1)=O)=NC(N1CCCCC1)=O.[OH-].[Na+]. (8) Given the product [Cl:19][C:20]1[N:25]=[C:24]([CH2:26][C:11]([C:10]2[CH:9]=[C:8]([NH:7][C:5](=[O:6])[O:4][CH2:1][CH:2]=[CH2:3])[CH:18]=[CH:17][CH:16]=2)=[O:13])[CH:23]=[CH:22][N:21]=1, predict the reactants needed to synthesize it. The reactants are: [CH2:1]([O:4][C:5]([NH:7][C:8]1[CH:9]=[C:10]([CH:16]=[CH:17][CH:18]=1)[C:11]([O:13]CC)=O)=[O:6])[CH:2]=[CH2:3].[Cl:19][C:20]1[N:25]=[C:24]([CH3:26])[CH:23]=[CH:22][N:21]=1. (9) Given the product [CH2:2]([O:4][C:5](=[O:8])[CH2:6][NH:7][CH:20]=[O:21])[CH3:3], predict the reactants needed to synthesize it. The reactants are: Cl.[CH2:2]([O:4][C:5](=[O:8])[CH2:6][NH2:7])[CH3:3].C1(C)C(S(O)(=O)=O)=CC=CC=1.[CH:20](OCC)=[O:21].